From a dataset of CYP1A2 inhibition data for predicting drug metabolism from PubChem BioAssay. Regression/Classification. Given a drug SMILES string, predict its absorption, distribution, metabolism, or excretion properties. Task type varies by dataset: regression for continuous measurements (e.g., permeability, clearance, half-life) or binary classification for categorical outcomes (e.g., BBB penetration, CYP inhibition). Dataset: cyp1a2_veith. (1) The molecule is NC(=O)c1ccc([N+](=O)[O-])cc1SCc1ccccc1. The result is 1 (inhibitor). (2) The molecule is COc1cc(/C=C\C(=O)N2CCC=CC2=O)cc(OC)c1OC. The result is 1 (inhibitor). (3) The molecule is Oc1ccc(-c2[nH]ncc2-c2ccc(Cl)cc2)c(O)c1. The result is 1 (inhibitor).